From a dataset of Catalyst prediction with 721,799 reactions and 888 catalyst types from USPTO. Predict which catalyst facilitates the given reaction. (1) Reactant: C[O:2][C:3](=[O:44])[CH2:4][C@H:5]1[CH2:10][CH2:9][C@H:8]([C:11]2[CH:16]=[CH:15][C:14]([NH:17][C:18](=[O:43])[CH2:19][CH2:20][NH:21][C:22]([C:24]3[N:25]=[C:26]([C:33]4[CH:38]=[CH:37][CH:36]=[CH:35][C:34]=4[C:39]([F:42])([F:41])[F:40])[O:27][C:28]=3[C:29]([F:32])([F:31])[F:30])=[O:23])=[CH:13][CH:12]=2)[CH2:7][CH2:6]1.[OH-].[Na+]. Product: [F:32][C:29]([F:30])([F:31])[C:28]1[O:27][C:26]([C:33]2[CH:38]=[CH:37][CH:36]=[CH:35][C:34]=2[C:39]([F:42])([F:41])[F:40])=[N:25][C:24]=1[C:22]([NH:21][CH2:20][CH2:19][C:18]([NH:17][C:14]1[CH:13]=[CH:12][C:11]([C@H:8]2[CH2:9][CH2:10][C@H:5]([CH2:4][C:3]([OH:44])=[O:2])[CH2:6][CH2:7]2)=[CH:16][CH:15]=1)=[O:43])=[O:23]. The catalyst class is: 20. (2) Reactant: [OH:1][C:2]1[CH:3]=[C:4]([CH:9]=[CH:10][N:11]=1)[C:5]([O:7][CH3:8])=[O:6].Br[CH:13]([CH3:15])[CH3:14].C(=O)([O-])[O-].[K+].[K+]. Product: [CH:13]([N:11]1[CH:10]=[CH:9][C:4]([C:5]([O:7][CH3:8])=[O:6])=[CH:3][C:2]1=[O:1])([CH3:15])[CH3:14]. The catalyst class is: 9. (3) Product: [Cl:1][C:2]1[CH:7]=[CH:6][N+:5]([O-:25])=[C:4]([CH2:8][CH2:9][C:10]([O:12][C:13]([CH3:16])([CH3:15])[CH3:14])=[O:11])[CH:3]=1. The catalyst class is: 13. Reactant: [Cl:1][C:2]1[CH:7]=[CH:6][N:5]=[C:4]([CH2:8][CH2:9][C:10]([O:12][C:13]([CH3:16])([CH3:15])[CH3:14])=[O:11])[CH:3]=1.ClC1C=CC=C(C(OO)=[O:25])C=1.